Dataset: CYP3A4 inhibition data for predicting drug metabolism from PubChem BioAssay. Task: Regression/Classification. Given a drug SMILES string, predict its absorption, distribution, metabolism, or excretion properties. Task type varies by dataset: regression for continuous measurements (e.g., permeability, clearance, half-life) or binary classification for categorical outcomes (e.g., BBB penetration, CYP inhibition). Dataset: cyp3a4_veith. The molecule is O=C1c2ccccc2C(=O)c2c(Nc3cc4c5c(ccc6c7ccc8c9c(cc(Nc%10cccc%11c%10C(=O)c%10ccccc%10C%11=O)c(c3c56)c97)-c3ccccc3C8=O)C(=O)c3ccccc3-4)cccc21. The result is 0 (non-inhibitor).